Dataset: Peptide-MHC class I binding affinity with 185,985 pairs from IEDB/IMGT. Task: Regression. Given a peptide amino acid sequence and an MHC pseudo amino acid sequence, predict their binding affinity value. This is MHC class I binding data. The peptide sequence is RIYDPLWFQ. The MHC is HLA-A29:02 with pseudo-sequence HLA-A29:02. The binding affinity (normalized) is 0.0847.